Predict the reaction yield, written as a fraction of the theoretical maximum amount of product (1.0 means a 100% yield; for example, 0.34 means a 34% yield). From a dataset of Reaction yield outcomes from USPTO patents with 853,638 reactions. (1) The reactants are C([O:8][C:9]1[CH:20]=[CH:19][C:12]2[C:13](=O)[C:14]([CH3:17])([CH3:16])[O:15][C:11]=2[CH:10]=1)C1C=CC=CC=1.[H][H]. The catalyst is CO.[OH-].[Pd+2].[OH-]. The product is [CH3:16][C:14]1([CH3:17])[CH2:13][C:12]2[CH:19]=[CH:20][C:9]([OH:8])=[CH:10][C:11]=2[O:15]1. The yield is 0.880. (2) The reactants are [F:1][C:2]1[CH:7]=[CH:6][C:5]([C:8]2[N:17]=[C:16]([C:18]([OH:20])=O)[C:15]3[C:10](=[CH:11][CH:12]=[CH:13][CH:14]=3)[N:9]=2)=[CH:4][CH:3]=1.Cl.[CH3:22][O:23][C:24]1[CH:33]=[C:32]([O:34][CH3:35])[CH:31]=[C:30]2[C:25]=1[CH2:26][CH2:27][NH:28][CH2:29]2. No catalyst specified. The product is [F:1][C:2]1[CH:3]=[CH:4][C:5]([C:8]2[N:17]=[C:16]([C:18]([N:28]3[CH2:27][CH2:26][C:25]4[C:30](=[CH:31][C:32]([O:34][CH3:35])=[CH:33][C:24]=4[O:23][CH3:22])[CH2:29]3)=[O:20])[C:15]3[C:10](=[CH:11][CH:12]=[CH:13][CH:14]=3)[N:9]=2)=[CH:6][CH:7]=1. The yield is 0.235.